Dataset: Full USPTO retrosynthesis dataset with 1.9M reactions from patents (1976-2016). Task: Predict the reactants needed to synthesize the given product. (1) The reactants are: [Cl:1][C:2]1[CH:7]=[CH:6][C:5]([S:8]([NH:11][CH:12]2[CH2:17][CH2:16][CH2:15][CH2:14][CH:13]2[OH:18])(=[O:10])=[O:9])=[CH:4][CH:3]=1.Br[CH2:20][C:21]1[CH:30]=[CH:29][C:24]([C:25]([O:27][CH3:28])=[O:26])=[C:23]([F:31])[C:22]=1[F:32].C([O-])([O-])=O.[K+].[K+]. Given the product [Cl:1][C:2]1[CH:7]=[CH:6][C:5]([S:8]([N:11]([CH2:20][C:21]2[CH:30]=[CH:29][C:24]([C:25]([O:27][CH3:28])=[O:26])=[C:23]([F:31])[C:22]=2[F:32])[CH:12]2[CH2:17][CH2:16][CH2:15][CH2:14][CH:13]2[OH:18])(=[O:9])=[O:10])=[CH:4][CH:3]=1, predict the reactants needed to synthesize it. (2) The reactants are: C([Li])CCC.C1(C)C=CC=CC=1.Br[C:14]1[CH:19]=[C:18]([CH3:20])[C:17]([CH:21]([C:29]2[C:34]([F:35])=[CH:33][CH:32]=[C:31]([F:36])[C:30]=2[F:37])[S:22][CH2:23][CH2:24][C:25]([F:28])([F:27])[F:26])=[CH:16][N:15]=1.CN(C)[CH:40]=[O:41]. Given the product [CH3:20][C:18]1[C:17]([CH:21]([C:29]2[C:34]([F:35])=[CH:33][CH:32]=[C:31]([F:36])[C:30]=2[F:37])[S:22][CH2:23][CH2:24][C:25]([F:28])([F:27])[F:26])=[CH:16][N:15]=[C:14]([CH:40]=[O:41])[CH:19]=1, predict the reactants needed to synthesize it. (3) Given the product [S:1]1[CH:5]=[CH:4][CH:3]=[C:2]1[S:6]([N:10]1[CH2:15][CH2:14][CH2:13][CH2:12][CH2:11]1)(=[O:8])=[O:7], predict the reactants needed to synthesize it. The reactants are: [S:1]1[CH:5]=[CH:4][CH:3]=[C:2]1[S:6](Cl)(=[O:8])=[O:7].[NH:10]1[CH2:15][CH2:14][CH2:13][CH2:12][CH2:11]1. (4) Given the product [CH3:1][O:2][C:3](=[O:15])[CH2:4][N:5]1[C:9]2[CH:10]=[C:11]([S:17]([Cl:16])(=[O:19])=[O:18])[CH:12]=[CH:13][C:8]=2[O:7][C:6]1=[O:14], predict the reactants needed to synthesize it. The reactants are: [CH3:1][O:2][C:3](=[O:15])[CH2:4][N:5]1[C:9]2[CH:10]=[CH:11][CH:12]=[CH:13][C:8]=2[O:7][C:6]1=[O:14].[Cl:16][S:17](O)(=[O:19])=[O:18]. (5) Given the product [NH2:34][C:30]1[CH:29]=[C:28]([C:26]#[C:27][C:16]2[CH:15]=[N:14][N:11]3[CH:12]=[CH:13][C:8]([C:6]4[CH:5]=[CH:4][C:3]([C:18]([N:20]5[CH2:25][CH2:24][O:23][CH2:22][CH2:21]5)=[O:19])=[C:2]([Cl:1])[CH:7]=4)=[N:9][C:10]=23)[CH:33]=[CH:32][N:31]=1, predict the reactants needed to synthesize it. The reactants are: [Cl:1][C:2]1[CH:7]=[C:6]([C:8]2[CH:13]=[CH:12][N:11]3[N:14]=[CH:15][C:16](I)=[C:10]3[N:9]=2)[CH:5]=[CH:4][C:3]=1[C:18]([N:20]1[CH2:25][CH2:24][O:23][CH2:22][CH2:21]1)=[O:19].[C:26]([C:28]1[CH:33]=[CH:32][N:31]=[C:30]([NH2:34])[CH:29]=1)#[CH:27].CCN(C(C)C)C(C)C.